Predict the reactants needed to synthesize the given product. From a dataset of Retrosynthesis with 50K atom-mapped reactions and 10 reaction types from USPTO. (1) Given the product CC(=O)N1c2ccc(-c3cnn(CCN(C)C(=O)OC(C)(C)C)c3)cc2[C@H](N)C[C@@H]1C, predict the reactants needed to synthesize it. The reactants are: CC(=O)N1c2ccc(Br)cc2[C@H](N)C[C@@H]1C.CN(CCn1cc(B2OC(C)(C)C(C)(C)O2)cn1)C(=O)OC(C)(C)C. (2) Given the product CCCCCCCCCCCCCCCCNc1ccc(C#N)cc1, predict the reactants needed to synthesize it. The reactants are: CCCCCCCCCCCCCCCCBr.N#Cc1ccc(N)cc1. (3) Given the product CCCCCCCCCCCCCCCCCCN(C)C(=O)c1ccccc1COS(=O)(=O)c1ccc(C)cc1, predict the reactants needed to synthesize it. The reactants are: CCCCCCCCCCCCCCCCCCN(C)C(=O)c1ccccc1CO.Cc1ccc(S(=O)(=O)Cl)cc1. (4) Given the product CCCC(=O)N1CC[C@@H](Nc2ncccc2-c2cnc3c(ccn3COCC[Si](C)(C)C)n2)C1, predict the reactants needed to synthesize it. The reactants are: CCCC(=O)Cl.C[Si](C)(C)CCOCn1ccc2nc(-c3cccnc3N[C@@H]3CCNC3)cnc21. (5) Given the product Cn1cc(C(=O)Nc2ccc(N(C#N)CCO[Si](C)(C)C(C)(C)C)cc2)c(NC(=O)c2ccc(Cl)s2)n1, predict the reactants needed to synthesize it. The reactants are: Cn1cc(C(=O)Nc2ccc(NCCO[Si](C)(C)C(C)(C)C)cc2)c(NC(=O)c2ccc(Cl)s2)n1.N#CBr. (6) Given the product COc1ccc2c(c1)C(c1ccc(Cl)cc1)=N[C@@H](CC(=O)NCCOc1cccc([Si](C)(C)O)c1)c1nnc(C)n1-2, predict the reactants needed to synthesize it. The reactants are: COc1ccc2c(c1)C(c1ccc(Cl)cc1)=N[C@@H](CC(=O)O)c1nnc(C)n1-2.C[Si](C)(O)c1cccc(OCCN)c1. (7) The reactants are: CN(CC=O)C(=O)OC(C)(C)C.COC(=O)CN. Given the product COC(=O)CNCCN(C)C(=O)OC(C)(C)C, predict the reactants needed to synthesize it.